Predict the product of the given reaction. From a dataset of Forward reaction prediction with 1.9M reactions from USPTO patents (1976-2016). (1) Given the reactants C(=O)([O-])[O-].[K+].[K+].C(OC(=O)[C@H](CC1C=CC(N(N)C(=O)C2C=C(CN(C=O)C)C=CC=2C(OCC)=O)=CC=1)NC(=O)C1C([Cl:21])=CC=CC=1Cl)(C)C.C(OC(=O)[C@H](CC1C=CC(N2C(=O)C3C(=CC=C(CN(C=O)C)C=3)NC2=O)=CC=1)NC(=O)C1C(Cl)=CC=CC=1Cl)(C)C.C1(C)C=CC(S(OC)(=O)=O)=CC=1.[CH:106]([O:109][C:110](=[O:148])[C@H:111]([CH2:123][C:124]1[CH:129]=[CH:128][C:127]([N:130]2[C:139](=[O:140])[C:138]3[C:133](=[CH:134][CH:135]=[C:136]([CH2:141][N:142](C=O)[CH3:143])[CH:137]=3)[N:132]([CH3:146])[C:131]2=[O:147])=[CH:126][CH:125]=1)[NH:112][C:113](=[O:122])[C:114]1[C:119]([Cl:120])=[CH:118][CH:117]=[CH:116][C:115]=1[Cl:121])([CH3:108])[CH3:107].Cl, predict the reaction product. The product is: [CH:106]([O:109][C:110](=[O:148])[C@H:111]([CH2:123][C:124]1[CH:125]=[CH:126][C:127]([N:130]2[C:139](=[O:140])[C:138]3[C:133](=[CH:134][CH:135]=[C:136]([CH2:141][NH:142][CH3:143])[CH:137]=3)[N:132]([CH3:146])[C:131]2=[O:147])=[CH:128][CH:129]=1)[NH:112][C:113](=[O:122])[C:114]1[C:119]([Cl:120])=[CH:118][CH:117]=[CH:116][C:115]=1[Cl:121])([CH3:108])[CH3:107].[ClH:21]. (2) Given the reactants [F:1][C:2]1[CH:3]=[C:4]([CH:9]=[C:10]([N+:12]([O-])=O)[CH:11]=1)[C:5]([O:7][CH3:8])=[O:6].[Cl-].[NH4+], predict the reaction product. The product is: [NH2:12][C:10]1[CH:9]=[C:4]([CH:3]=[C:2]([F:1])[CH:11]=1)[C:5]([O:7][CH3:8])=[O:6]. (3) Given the reactants N1C=CN=C1.C[O:7][C:8](=[O:25])[CH2:9][CH2:10][CH2:11][CH2:12][CH2:13][CH2:14][CH2:15][CH2:16][CH2:17][CH2:18][CH2:19][C:20]1[NH:21][CH:22]=[CH:23][N:24]=1, predict the reaction product. The product is: [NH:21]1[CH:22]=[CH:23][N:24]=[C:20]1[CH2:19][CH2:18][CH2:17][CH2:16][CH2:15][CH2:14][CH2:13][CH2:12][CH2:11][CH2:10][CH2:9][C:8]([OH:25])=[O:7]. (4) Given the reactants [CH3:1][C:2]1[C:3]([O:21][C:22]2[CH:27]=[CH:26][CH:25]=[CH:24][CH:23]=2)=[CH:4][CH:5]=[C:6]2[C:11]=1[O:10][CH:9]([C:12]([F:15])([F:14])[F:13])[C:8]([C:16]([O:18]CC)=[O:17])=[CH:7]2.[Li+].[OH-], predict the reaction product. The product is: [CH3:1][C:2]1[C:3]([O:21][C:22]2[CH:27]=[CH:26][CH:25]=[CH:24][CH:23]=2)=[CH:4][CH:5]=[C:6]2[C:11]=1[O:10][CH:9]([C:12]([F:15])([F:13])[F:14])[C:8]([C:16]([OH:18])=[O:17])=[CH:7]2. (5) The product is: [Cl:36][C:37]1[CH:38]=[C:39]2[C:43](=[CH:44][CH:45]=1)[NH:42][C:41]([CH:46]=[CH:2][CH2:3][CH2:4][CH2:5][CH3:6])=[CH:40]2. Given the reactants [Br-].[CH2:2]([P+](C1C=CC=CC=1)(C1C=CC=CC=1)C1C=CC=CC=1)[CH2:3][CH2:4][CH2:5][CH3:6].[Li+].C[Si]([N-][Si](C)(C)C)(C)C.[Cl:36][C:37]1[CH:38]=[C:39]2[C:43](=[CH:44][CH:45]=1)[NH:42][C:41]([CH:46]=O)=[CH:40]2.[Cl-].[NH4+], predict the reaction product. (6) Given the reactants [NH2:1][C:2]1[CH:9]=[C:8]([C:10]([F:13])([F:12])[F:11])[CH:7]=[CH:6][C:3]=1[C:4]#[N:5].[S:14](Cl)(=[O:17])(=[O:16])[NH2:15], predict the reaction product. The product is: [C:4]([C:3]1[CH:6]=[CH:7][C:8]([C:10]([F:11])([F:12])[F:13])=[CH:9][C:2]=1[NH:1][S:14]([NH2:15])(=[O:17])=[O:16])#[N:5]. (7) Given the reactants [F:1][C:2]1[CH:8]=[CH:7][C:5]([NH2:6])=[C:4]([O:9][CH3:10])[CH:3]=1.C1(C)C=CC=CC=1.[C:18](Cl)(Cl)=[O:19], predict the reaction product. The product is: [F:1][C:2]1[CH:8]=[CH:7][C:5]([N:6]=[C:18]=[O:19])=[C:4]([O:9][CH3:10])[CH:3]=1.